This data is from Forward reaction prediction with 1.9M reactions from USPTO patents (1976-2016). The task is: Predict the product of the given reaction. (1) Given the reactants [Br:1][C:2]1[CH:20]=[CH:19][C:5]([O:6][C@H:7]2[CH2:11][CH2:10][CH2:9][C@H:8]2[NH:12][S:13]([CH:16]([CH3:18])[CH3:17])(=[O:15])=[O:14])=[CH:4][CH:3]=1.Br[C:22]1C=CC(O[C@@H]2CCCC[C@@H]2N)=CC=1, predict the reaction product. The product is: [Br:1][C:2]1[CH:3]=[CH:4][C:5]([O:6][C@@H:7]2[CH2:11][CH2:10][CH2:9][CH2:22][C@@H:8]2[NH:12][S:13]([CH:16]([CH3:17])[CH3:18])(=[O:14])=[O:15])=[CH:19][CH:20]=1. (2) Given the reactants [Si:1]([O:18][CH2:19][CH:20]1[CH2:26][CH:25]2[CH:23]([CH2:24]2)[CH2:22][N:21]1S(C1C=CC(C)=CC=1)(=O)=O)([C:14]([CH3:17])([CH3:16])[CH3:15])([C:8]1[CH:13]=[CH:12][CH:11]=[CH:10][CH:9]=1)[C:2]1[CH:7]=[CH:6][CH:5]=[CH:4][CH:3]=1.[Mg].[NH4+].[Cl-].C(Cl)Cl, predict the reaction product. The product is: [Si:1]([O:18][CH2:19][CH:20]1[CH2:26][CH:25]2[CH:23]([CH2:24]2)[CH2:22][NH:21]1)([C:14]([CH3:17])([CH3:15])[CH3:16])([C:8]1[CH:13]=[CH:12][CH:11]=[CH:10][CH:9]=1)[C:2]1[CH:7]=[CH:6][CH:5]=[CH:4][CH:3]=1. (3) Given the reactants [CH2:1]([O:9][CH2:10][CH:11]=O)[CH2:2][C:3]1[CH:8]=[CH:7][CH:6]=[CH:5][CH:4]=1.[NH:13]1[CH2:18][CH2:17][CH:16]([CH2:19][OH:20])[CH2:15][CH2:14]1.C([BH3-])#N.[Na+].N, predict the reaction product. The product is: [CH2:1]([O:9][CH2:10][CH2:11][N:13]1[CH2:18][CH2:17][CH:16]([CH2:19][OH:20])[CH2:15][CH2:14]1)[CH2:2][C:3]1[CH:4]=[CH:5][CH:6]=[CH:7][CH:8]=1. (4) Given the reactants [Cl:1][C:2]1[CH:7]=[CH:6][C:5]([C:8]2[C:12]([CH3:13])=[C:11]([C:14]([F:17])([F:16])[F:15])[NH:10][C:9]=2[C:18]([N:20]2[CH2:25][CH2:24][O:23][CH2:22][CH2:21]2)=[O:19])=[CH:4][CH:3]=1.C([O-])([O-])=O.[K+].[K+].[F:32][C:33]1[CH:42]=[CH:41][C:36]([O:37][CH2:38][CH2:39]Br)=[CH:35][CH:34]=1, predict the reaction product. The product is: [Cl:1][C:2]1[CH:7]=[CH:6][C:5]([C:8]2[C:12]([CH3:13])=[C:11]([C:14]([F:15])([F:16])[F:17])[N:10]([CH2:39][CH2:38][O:37][C:36]3[CH:41]=[CH:42][C:33]([F:32])=[CH:34][CH:35]=3)[C:9]=2[C:18]([N:20]2[CH2:21][CH2:22][O:23][CH2:24][CH2:25]2)=[O:19])=[CH:4][CH:3]=1. (5) Given the reactants [C:1]([O:5][C:6](=[O:44])[CH2:7][CH:8]1[C:17]2[C:12](=[CH:13][CH:14]=[C:15]([C:18](O)=O)[CH:16]=2)[N:11]=[C:10]([N:21]2[CH2:26][CH2:25][N:24]([C:27]3[CH:32]=[CH:31][C:30]([F:33])=[CH:29][CH:28]=3)[CH2:23][CH2:22]2)[N:9]1[C:34]1[CH:39]=[CH:38][CH:37]=[C:36]([C:40]([F:43])([F:42])[F:41])[CH:35]=1)([CH3:4])([CH3:3])[CH3:2].[Cl-].[Al+3].[Cl-].[Cl-].[OH2:49].O[N:51]1C2C=CC=CC=2N=N1.CN(C)CCCN=C=NCC.C(NC(C)C)(C)C, predict the reaction product. The product is: [NH2:51][C:18]([C:15]1[CH:16]=[C:17]2[C:12](=[CH:13][CH:14]=1)[N:11]=[C:10]([N:21]1[CH2:22][CH2:23][N:24]([C:27]3[CH:32]=[CH:31][C:30]([F:33])=[CH:29][CH:28]=3)[CH2:25][CH2:26]1)[N:9]([C:34]1[CH:39]=[CH:38][CH:37]=[C:36]([C:40]([F:41])([F:43])[F:42])[CH:35]=1)[CH:8]2[CH2:7][C:6]([O:5][C:1]([CH3:2])([CH3:3])[CH3:4])=[O:44])=[O:49]. (6) Given the reactants [O:1]1[CH2:6][CH2:5][C:4]([C:7]2[N:8](S(C3C=CC=CC=3)(=O)=O)[C:9]3[C:14]([CH:15]=2)=[CH:13][C:12]([S:16]([CH3:19])(=[O:18])=[O:17])=[CH:11][CH:10]=3)=[CH:3][CH2:2]1.[OH-].[K+].C(=O)([O-])O.[Na+], predict the reaction product. The product is: [O:1]1[CH2:6][CH2:5][C:4]([C:7]2[NH:8][C:9]3[C:14]([CH:15]=2)=[CH:13][C:12]([S:16]([CH3:19])(=[O:18])=[O:17])=[CH:11][CH:10]=3)=[CH:3][CH2:2]1. (7) Given the reactants Br[C:2]1[CH:7]=[CH:6][C:5]([O:8][CH3:9])=[CH:4][C:3]=1[N+:10]([O-:12])=[O:11].[C:13]([O:17][CH2:18][CH3:19])(=[O:16])[CH:14]=[CH2:15].C1(CNCC2CCCCC2)CCCCC1, predict the reaction product. The product is: [CH3:9][O:8][C:5]1[CH:6]=[CH:7][C:2](/[CH:15]=[CH:14]/[C:13]([O:17][CH2:18][CH3:19])=[O:16])=[C:3]([N+:10]([O-:12])=[O:11])[CH:4]=1. (8) Given the reactants [CH2:1]([C:5]1[CH:10]=[CH:9][C:8]([CH:11]([CH3:25])[C:12]([NH:14][CH2:15][CH2:16][NH:17]C(=O)OC(C)(C)C)=[O:13])=[CH:7][CH:6]=1)[CH:2]([CH3:4])[CH3:3].[ClH:26], predict the reaction product. The product is: [Cl-:26].[CH2:1]([C:5]1[CH:10]=[CH:9][C:8]([CH:11]([CH3:25])[C:12]([NH:14][CH2:15][CH2:16][NH3+:17])=[O:13])=[CH:7][CH:6]=1)[CH:2]([CH3:4])[CH3:3]. (9) Given the reactants [Br:1][C:2]1[CH:10]=[CH:9][C:5]([C:6](Cl)=[O:7])=[C:4]([F:11])[CH:3]=1.Cl.[CH:13]1([C:16]2[C:17]([N:23]3[CH2:28][CH2:27][NH:26][CH2:25][CH2:24]3)=[N:18][CH:19]=[C:20]([CH3:22])[CH:21]=2)[CH2:15][CH2:14]1, predict the reaction product. The product is: [Br:1][C:2]1[CH:10]=[CH:9][C:5]([C:6]([N:26]2[CH2:27][CH2:28][N:23]([C:17]3[C:16]([CH:13]4[CH2:15][CH2:14]4)=[CH:21][C:20]([CH3:22])=[CH:19][N:18]=3)[CH2:24][CH2:25]2)=[O:7])=[C:4]([F:11])[CH:3]=1.